Dataset: Forward reaction prediction with 1.9M reactions from USPTO patents (1976-2016). Task: Predict the product of the given reaction. (1) Given the reactants C(S(NS(F)(=O)=O)(=O)=O)(F)(F)F.[Cl:13][C:14]([Cl:20])([Cl:19])[S:15]([NH2:18])(=[O:17])=[O:16].S(Cl)(Cl)=O.[Cl:25][S:26](O)(=[O:28])=[O:27], predict the reaction product. The product is: [C:14]([S:15]([NH:18][S:26]([Cl:25])(=[O:28])=[O:27])(=[O:17])=[O:16])([Cl:20])([Cl:19])[Cl:13]. (2) Given the reactants C1(P(N=[N+]=[N-])(C2C=CC=CC=2)=O)C=CC=CC=1.Cl.[Cl:19][C:20]1[CH:25]=[CH:24][CH:23]=[C:22]([Cl:26])[C:21]=1[NH:27][C:28](=[O:44])[NH:29][C:30]1[C:31]2[S:38][C:37](/[CH:39]=[CH:40]/[C:41]([OH:43])=O)=[CH:36][C:32]=2[N:33]=[CH:34][N:35]=1.[N:45]1([CH2:51][CH2:52][NH2:53])[CH2:50][CH2:49][CH2:48][CH2:47][CH2:46]1.C(N(CC)CC)C, predict the reaction product. The product is: [Cl:26][C:22]1[CH:23]=[CH:24][CH:25]=[C:20]([Cl:19])[C:21]=1[NH:27][C:28](=[O:44])[NH:29][C:30]1[C:31]2[S:38][C:37](/[CH:39]=[CH:40]/[C:41]([NH:53][CH2:52][CH2:51][N:45]3[CH2:50][CH2:49][CH2:48][CH2:47][CH2:46]3)=[O:43])=[CH:36][C:32]=2[N:33]=[CH:34][N:35]=1.